Task: Predict the reactants needed to synthesize the given product.. Dataset: Full USPTO retrosynthesis dataset with 1.9M reactions from patents (1976-2016) (1) Given the product [CH2:9]([N:6]1[C:7]2[N:8]=[C:40]([CH2:39][C:36]3[CH:35]=[CH:34][C:33]([S:30]([NH:29][C:25]4[CH:24]=[N:23][CH:28]=[CH:27][CH:26]=4)(=[O:31])=[O:32])=[CH:38][CH:37]=3)[NH:1][C:2]=2[C:3](=[O:22])[N:4]([CH2:14][C:15]2[CH:20]=[CH:19][CH:18]=[CH:17][C:16]=2[F:21])[C:5]1=[O:13])[CH2:10][CH2:11][CH3:12], predict the reactants needed to synthesize it. The reactants are: [NH2:1][C:2]1[C:3](=[O:22])[N:4]([CH2:14][C:15]2[CH:20]=[CH:19][CH:18]=[CH:17][C:16]=2[F:21])[C:5](=[O:13])[N:6]([CH2:9][CH2:10][CH2:11][CH3:12])[C:7]=1[NH2:8].[N:23]1[CH:28]=[CH:27][CH:26]=[C:25]([NH:29][S:30]([C:33]2[CH:38]=[CH:37][C:36]([CH2:39][C:40](O)=O)=[CH:35][CH:34]=2)(=[O:32])=[O:31])[CH:24]=1. (2) Given the product [Cl:1][C:2]1[C:3]([O:12][C:13]2[CH:18]=[C:17]([O:19][CH:20]([CH3:21])[CH3:22])[CH:16]=[CH:15][C:14]=2[CH2:23][CH2:24][CH2:25][CH2:26][O:27][C:29]2[CH:33]=[C:32]([CH2:34][CH2:35][C:36]([OH:38])=[O:37])[N:31]([CH:41]([CH3:43])[CH3:42])[N:30]=2)=[N:4][CH:5]=[C:6]([C:8]([F:11])([F:10])[F:9])[CH:7]=1, predict the reactants needed to synthesize it. The reactants are: [Cl:1][C:2]1[C:3]([O:12][C:13]2[CH:18]=[C:17]([O:19][CH:20]([CH3:22])[CH3:21])[CH:16]=[CH:15][C:14]=2[CH2:23][CH2:24][CH2:25][CH2:26][OH:27])=[N:4][CH:5]=[C:6]([C:8]([F:11])([F:10])[F:9])[CH:7]=1.O[C:29]1[CH:33]=[C:32]([CH2:34][CH2:35][C:36]([O:38]CC)=[O:37])[N:31]([CH:41]([CH3:43])[CH3:42])[N:30]=1.C(P(CCCC)CCCC)CCC.N(C(N1CCCCC1)=O)=NC(N1CCCCC1)=O.O1CCCC1CO.[OH-].[Na+].Cl. (3) The reactants are: [Cl:1][C:2]1[CH:3]=[CH:4][C:5]([C:16]#[N:17])=[C:6]([NH:8][C:9]([C:11]2[CH:15]=[CH:14][NH:13][N:12]=2)=[O:10])[CH:7]=1.[F:18][C:19]1[CH:20]=[CH:21][C:22]([CH3:28])=[C:23]([CH:27]=1)[C:24](Cl)=[O:25]. Given the product [Cl:1][C:2]1[CH:3]=[CH:4][C:5]([C:16]#[N:17])=[C:6]([NH:8][C:9]([C:11]2[CH:15]=[CH:14][N:13]([C:24](=[O:25])[C:23]3[CH:27]=[C:19]([F:18])[CH:20]=[CH:21][C:22]=3[CH3:28])[N:12]=2)=[O:10])[CH:7]=1, predict the reactants needed to synthesize it. (4) Given the product [C:3]([O:7][C:8]([N:10]1[CH2:16][CH2:15][C:14]2[S:17][C:18]([NH:20][CH3:21])=[N:19][C:13]=2[CH2:12][CH2:11]1)=[O:9])([CH3:6])([CH3:4])[CH3:5], predict the reactants needed to synthesize it. The reactants are: [H-].[Na+].[C:3]([O:7][C:8]([N:10]1[CH2:16][CH2:15][C:14]2[S:17][C:18]([NH2:20])=[N:19][C:13]=2[CH2:12][CH2:11]1)=[O:9])([CH3:6])([CH3:5])[CH3:4].[CH3:21]I. (5) Given the product [CH3:16][C:17]1([CH3:33])[C:21]([CH3:23])([CH3:22])[O:20][B:19]([C:4]2[CH:3]=[CH:2][CH:10]=[C:9]3[C:5]=2[CH:6]=[N:7][NH:8]3)[O:18]1, predict the reactants needed to synthesize it. The reactants are: Br[C:2]1[CH:10]=[C:9]2[C:5]([C:6](C(OCC)=O)=[N:7][NH:8]2)=[CH:4][CH:3]=1.[CH3:16][C:17]1([CH3:33])[C:21]([CH3:23])([CH3:22])[O:20][B:19]([B:19]2[O:20][C:21]([CH3:23])([CH3:22])[C:17]([CH3:33])([CH3:16])[O:18]2)[O:18]1.CC([O-])=O.[K+].CS(C)=O. (6) Given the product [CH2:39]([O:46][C:47]([N:49]1[CH2:54][CH2:53][N:52]([C:3](=[O:5])[C@H:2]([OH:1])[CH2:6][CH:7]([CH3:9])[CH3:8])[CH2:51][CH2:50]1)=[O:48])[C:40]1[CH:45]=[CH:44][CH:43]=[CH:42][CH:41]=1, predict the reactants needed to synthesize it. The reactants are: [OH:1][C@H:2]([CH2:6][CH:7]([CH3:9])[CH3:8])[C:3]([OH:5])=O.C(N(CC)CC)C.C1C=CC2N(O)N=NC=2C=1.CCN=C=NCCCN(C)C.Cl.[CH2:39]([O:46][C:47]([N:49]1[CH2:54][CH2:53][NH:52][CH2:51][CH2:50]1)=[O:48])[C:40]1[CH:45]=[CH:44][CH:43]=[CH:42][CH:41]=1. (7) Given the product [CH2:1]([N:8]1[CH2:9][C@@H:10]([CH2:11][O:12][CH3:13])[O:14][C@@H:17]([CH2:18][OH:19])[CH2:15]1)[C:2]1[CH:7]=[CH:6][CH:5]=[CH:4][CH:3]=1, predict the reactants needed to synthesize it. The reactants are: [CH2:1]([NH:8][CH2:9][C@H:10]([OH:14])[CH2:11][O:12][CH3:13])[C:2]1[CH:7]=[CH:6][CH:5]=[CH:4][CH:3]=1.[CH2:15]([C@H:17]1[O:19][CH2:18]1)Cl.Cl([O-])(=O)(=O)=O.[Li+].C[O-].[Na+].[Cl-].[NH4+]. (8) Given the product [NH2:5][CH2:9][CH:10]([NH:18][C:19]([C:21]1[S:22][CH:23]=[C:24]([C:26]2[N:30]([CH3:31])[N:29]=[CH:28][C:27]=2[Cl:32])[CH:25]=1)=[O:20])[CH2:11][C:12]1[CH:13]=[CH:14][CH:15]=[CH:16][CH:17]=1, predict the reactants needed to synthesize it. The reactants are: CC([N:5]([CH2:9][CH:10]([NH:18][C:19]([C:21]1[S:22][CH:23]=[C:24]([C:26]2[N:30]([CH3:31])[N:29]=[CH:28][C:27]=2[Cl:32])[CH:25]=1)=[O:20])[CH2:11][C:12]1[CH:17]=[CH:16][CH:15]=[CH:14][CH:13]=1)C(=O)[O-])(C)C. (9) Given the product [CH2:1]([O:3][C:4]([C:6]1[C:7]2[S:15][CH:14]=[C:13]([CH2:16][O:17][C:18]3[CH:23]=[CH:22][CH:21]=[C:20]([C:24]([OH:26])=[O:25])[CH:19]=3)[C:8]=2[C:9]([NH2:12])=[N:10][CH:11]=1)=[O:5])[CH3:2], predict the reactants needed to synthesize it. The reactants are: [CH2:1]([O:3][C:4]([C:6]1[C:7]2[S:15][CH:14]=[C:13]([CH2:16][O:17][C:18]3[CH:23]=[CH:22][CH:21]=[C:20]([C:24]([O:26]C(C)(C)C)=[O:25])[CH:19]=3)[C:8]=2[C:9]([NH2:12])=[N:10][CH:11]=1)=[O:5])[CH3:2].